From a dataset of Forward reaction prediction with 1.9M reactions from USPTO patents (1976-2016). Predict the product of the given reaction. (1) Given the reactants Br[C:2]1[C:3]([N:22]2[CH2:26][CH2:25][C@@H:24]([CH2:27][OH:28])[CH2:23]2)=[N:4][CH:5]=[C:6]([CH:21]=1)[C:7]([NH:9][C:10]1[CH:15]=[CH:14][C:13]([O:16][C:17]([F:20])([F:19])[F:18])=[CH:12][CH:11]=1)=[O:8].[N:29]1[CH:34]=[C:33](B(O)O)[CH:32]=[N:31][CH:30]=1.C([O-])([O-])=O.[Na+].[Na+].COCCOC, predict the reaction product. The product is: [OH:28][CH2:27][C@@H:24]1[CH2:25][CH2:26][N:22]([C:3]2[C:2]([C:33]3[CH:34]=[N:29][CH:30]=[N:31][CH:32]=3)=[CH:21][C:6]([C:7]([NH:9][C:10]3[CH:15]=[CH:14][C:13]([O:16][C:17]([F:20])([F:19])[F:18])=[CH:12][CH:11]=3)=[O:8])=[CH:5][N:4]=2)[CH2:23]1. (2) Given the reactants [C:1]([O:5][C:6](=[O:17])[NH:7][C@H:8]1[CH2:13][CH2:12][C@@H:11]([C:14](=O)[NH2:15])[CH2:10][CH2:9]1)([CH3:4])([CH3:3])[CH3:2].[OH-].[Na+], predict the reaction product. The product is: [C:1]([O:5][C:6](=[O:17])[NH:7][C@H:8]1[CH2:9][CH2:10][C@@H:11]([CH2:14][NH2:15])[CH2:12][CH2:13]1)([CH3:4])([CH3:2])[CH3:3]. (3) Given the reactants C1(C)C=CC(S([CH2:10][N+:11]#[C-:12])(=O)=O)=CC=1.[C:14]([O:19][CH3:20])(=[O:18])/[CH:15]=[CH:16]/[CH3:17].CC(C)([O-])C.[K+], predict the reaction product. The product is: [CH3:17][C:16]1[C:15]([C:14]([O:19][CH3:20])=[O:18])=[CH:10][NH:11][CH:12]=1. (4) Given the reactants [Cl:1][C:2]1[CH:3]=[CH:4][C:5]2[NH:11][C:10]3[CH:12]=[CH:13][CH:14]=[CH:15][C:9]=3[C:8]([N:16]3[CH2:21][CH2:20][N:19]([C:22]([C:24]4[CH:25]=[N:26][CH:27]=[CH:28][CH:29]=4)=[O:23])[CH2:18][CH2:17]3)=[N:7][C:6]=2[CH:30]=1.[CH3:31][I:32], predict the reaction product. The product is: [I-:32].[Cl:1][C:2]1[CH:3]=[CH:4][C:5]2[NH:11][C:10]3[CH:12]=[CH:13][CH:14]=[CH:15][C:9]=3[C:8]([N:16]3[CH2:17][CH2:18][N:19]([C:22]([C:24]4[CH2:25][N:26]([CH3:31])[CH:27]=[CH:28][CH:29]=4)=[O:23])[CH2:20][CH2:21]3)=[N:7][C:6]=2[CH:30]=1. (5) Given the reactants [O:1]=[C:2]1[NH:17][CH2:16][CH:15]([C:18]2[CH:23]=[CH:22][CH:21]=[CH:20][CH:19]=2)[C:3]21[CH2:7][N:6]([C:8]([O:10][C:11]([CH3:14])([CH3:13])[CH3:12])=[O:9])[CH2:5][CH2:4]2.[H-].[Na+].I[CH3:27], predict the reaction product. The product is: [CH3:27][N:17]1[CH2:16][CH:15]([C:18]2[CH:19]=[CH:20][CH:21]=[CH:22][CH:23]=2)[C:3]2([CH2:7][N:6]([C:8]([O:10][C:11]([CH3:14])([CH3:13])[CH3:12])=[O:9])[CH2:5][CH2:4]2)[C:2]1=[O:1]. (6) Given the reactants [H-].[Al+3].[Li+].[H-].[H-].[H-].[CH:7]([N:10]1[CH2:15][CH2:14][CH:13]([C:16](OCC)=[O:17])[CH2:12][CH2:11]1)([CH3:9])[CH3:8].[OH-].[Na+].S([O-])([O-])(=O)=O.[Mg+2], predict the reaction product. The product is: [CH:7]([N:10]1[CH2:15][CH2:14][CH:13]([CH2:16][OH:17])[CH2:12][CH2:11]1)([CH3:9])[CH3:8].